This data is from NCI-60 drug combinations with 297,098 pairs across 59 cell lines. The task is: Regression. Given two drug SMILES strings and cell line genomic features, predict the synergy score measuring deviation from expected non-interaction effect. Drug 1: C1=CC(=CC=C1CC(C(=O)O)N)N(CCCl)CCCl.Cl. Drug 2: CC1CCC2CC(C(=CC=CC=CC(CC(C(=O)C(C(C(=CC(C(=O)CC(OC(=O)C3CCCCN3C(=O)C(=O)C1(O2)O)C(C)CC4CCC(C(C4)OC)OCCO)C)C)O)OC)C)C)C)OC. Cell line: RXF 393. Synergy scores: CSS=21.9, Synergy_ZIP=-1.36, Synergy_Bliss=2.32, Synergy_Loewe=-8.10, Synergy_HSA=3.40.